This data is from Reaction yield outcomes from USPTO patents with 853,638 reactions. The task is: Predict the reaction yield, written as a fraction of the theoretical maximum amount of product (1.0 means a 100% yield; for example, 0.34 means a 34% yield). (1) The reactants are [H-].[Al+3].[Li+].[H-].[H-].[H-].[NH2:7][C:8]1[CH:18]=[CH:17][C:11]([C:12](OCC)=[O:13])=[CH:10][N:9]=1. The catalyst is O1CCCC1. The product is [NH2:7][C:8]1[N:9]=[CH:10][C:11]([CH2:12][OH:13])=[CH:17][CH:18]=1. The yield is 0.750. (2) The reactants are C([N:8]1[CH2:14][C:13]2[N:15]=[CH:16][C:17]([N:19]3[CH2:23][CH2:22][CH2:21][CH:20]3[CH3:24])=[N:18][C:12]=2[O:11][CH2:10][CH2:9]1)C1C=CC=CC=1.C(OCC)(=O)C.[ClH:31]. The catalyst is CO.[OH-].[OH-].[Pd+2]. The product is [ClH:31].[CH3:24][CH:20]1[CH2:21][CH2:22][CH2:23][N:19]1[C:17]1[CH:16]=[N:15][C:13]2[CH2:14][NH:8][CH2:9][CH2:10][O:11][C:12]=2[N:18]=1. The yield is 0.710. (3) The reactants are [C:1]([O:4][C@H:5]1[C@@H:19]([O:20][C:21](=[O:23])[CH3:22])[C@H:18]([O:24][C:25](=[O:27])[CH3:26])[C@@H:17]([CH2:28][O:29][C:30](=[O:32])[CH3:31])[O:16][C@@H:6]1[O:7][C:8]1[CH:13]=[CH:12][C:11](Br)=[C:10]([Cl:15])[CH:9]=1)(=[O:3])[CH3:2].[CH3:33][O:34][C:35]([C:37]1[CH:42]=[CH:41][C:40](B(O)O)=[CH:39][CH:38]=1)=[O:36].C(=O)([O-])[O-].[Cs+].[Cs+].C(O[C@H]1[C@@H](OC(=O)C)[C@H](OC(=O)C)[C@@H](COC(=O)C)O[C@@H]1OC1C=CC(C2C=CC(C(OC)=O)=CC=2)=CC=1Cl)(=O)C. The catalyst is O1CCOCC1.C1C=CC([P]([Pd]([P](C2C=CC=CC=2)(C2C=CC=CC=2)C2C=CC=CC=2)([P](C2C=CC=CC=2)(C2C=CC=CC=2)C2C=CC=CC=2)[P](C2C=CC=CC=2)(C2C=CC=CC=2)C2C=CC=CC=2)(C2C=CC=CC=2)C2C=CC=CC=2)=CC=1. The product is [C:1]([O:4][C@H:5]1[C@@H:19]([O:20][C:21](=[O:23])[CH3:22])[C@H:18]([O:24][C:25](=[O:27])[CH3:26])[C@@H:17]([CH2:28][O:29][C:30](=[O:32])[CH3:31])[O:16][C@@H:6]1[O:7][C:8]1[CH:13]=[CH:12][C:11]([C:40]2[CH:41]=[CH:42][C:37]([C:35]([O:34][CH3:33])=[O:36])=[CH:38][CH:39]=2)=[C:10]([Cl:15])[CH:9]=1)(=[O:3])[CH3:2]. The yield is 0.740. (4) The yield is 0.940. The reactants are [CH:1]([C:4]1[CH:9]=[CH:8][C:7]([C:10]2[S:11][C:12]([C:15]3[CH:16]=[C:17]([CH:22]=[CH:23][CH:24]=3)[C:18]([O:20]C)=[O:19])=[CH:13][N:14]=2)=[CH:6][CH:5]=1)([CH3:3])[CH3:2].[Li+].[OH-]. The catalyst is CO.O. The product is [CH:1]([C:4]1[CH:5]=[CH:6][C:7]([C:10]2[S:11][C:12]([C:15]3[CH:16]=[C:17]([CH:22]=[CH:23][CH:24]=3)[C:18]([OH:20])=[O:19])=[CH:13][N:14]=2)=[CH:8][CH:9]=1)([CH3:3])[CH3:2].